Dataset: Reaction yield outcomes from USPTO patents with 853,638 reactions. Task: Predict the reaction yield, written as a fraction of the theoretical maximum amount of product (1.0 means a 100% yield; for example, 0.34 means a 34% yield). (1) The reactants are [CH:1]1([C:4]2[NH:8][N:7]=[C:6]([NH:9][C:10]3[CH:15]=[C:14](F)[C:13]([F:17])=[CH:12][C:11]=3[N+:18]([O-:20])=[O:19])[CH:5]=2)[CH2:3][CH2:2]1.[F:21][C:22]1[CH:27]=[CH:26][C:25]([C@@H:28]([NH2:30])[CH3:29])=[CH:24][CH:23]=1.CCN(C(C)C)C(C)C. The catalyst is CCCCO. The product is [CH:1]1([C:4]2[NH:8][N:7]=[C:6]([NH:9][C:10]3[C:11]([N+:18]([O-:20])=[O:19])=[CH:12][C:13]([F:17])=[C:14]([NH:30][C@H:28]([C:25]4[CH:26]=[CH:27][C:22]([F:21])=[CH:23][CH:24]=4)[CH3:29])[CH:15]=3)[CH:5]=2)[CH2:3][CH2:2]1. The yield is 0.840. (2) The reactants are [C:1]([C:5]1[N:10]=[C:9]([N:11]2[CH2:16][CH2:15][N:14]([CH2:17][CH2:18][CH2:19][CH2:20][NH2:21])[CH2:13][CH2:12]2)[CH:8]=[C:7]([C:22]([F:25])([F:24])[F:23])[N:6]=1)([CH3:4])([CH3:3])[CH3:2].C1N=CN([C:31](N2C=NC=C2)=[O:32])C=1.[F:38][C:39]([F:53])([F:52])[C:40]1[CH:45]=[CH:44][C:43]([N:46]2[CH2:51][CH2:50][NH:49][CH2:48][CH2:47]2)=[CH:42][CH:41]=1. The catalyst is C(Cl)(Cl)Cl.CO. The product is [C:1]([C:5]1[N:10]=[C:9]([N:11]2[CH2:16][CH2:15][N:14]([CH2:17][CH2:18][CH2:19][CH2:20][NH:21][C:31]([N:49]3[CH2:50][CH2:51][N:46]([C:43]4[CH:42]=[CH:41][C:40]([C:39]([F:38])([F:52])[F:53])=[CH:45][CH:44]=4)[CH2:47][CH2:48]3)=[O:32])[CH2:13][CH2:12]2)[CH:8]=[C:7]([C:22]([F:24])([F:25])[F:23])[N:6]=1)([CH3:4])([CH3:2])[CH3:3]. The yield is 0.340. (3) The reactants are C[O:2][C:3]([C:5]1([C:8]2[CH:13]=[CH:12][C:11]([C:14]3[CH:19]=[CH:18][C:17]([N:20]4[CH:24]=[N:23][N:22]=[C:21]4[NH:25][C:26]([O:28][C@@H:29]([C:31]4[CH:36]=[CH:35][CH:34]=[CH:33][CH:32]=4)[CH3:30])=[O:27])=[CH:16][CH:15]=3)=[CH:10][CH:9]=2)[CH2:7][CH2:6]1)=[O:4].O1CCCC1.[Li+].[OH-]. The catalyst is CO. The product is [C:31]1([C@H:29]([O:28][C:26]([NH:25][C:21]2[N:20]([C:17]3[CH:18]=[CH:19][C:14]([C:11]4[CH:10]=[CH:9][C:8]([C:5]5([C:3]([OH:4])=[O:2])[CH2:6][CH2:7]5)=[CH:13][CH:12]=4)=[CH:15][CH:16]=3)[CH:24]=[N:23][N:22]=2)=[O:27])[CH3:30])[CH:36]=[CH:35][CH:34]=[CH:33][CH:32]=1. The yield is 0.800. (4) The reactants are [NH2:1][C:2]1[N:6]([C:7]2[CH:12]=[CH:11][CH:10]=[CH:9][CH:8]=2)[N:5]=[C:4]([O:13][CH2:14][CH:15]2[CH2:18][N:17]([C:19]([O:21][C:22]([CH3:25])([CH3:24])[CH3:23])=[O:20])[CH2:16]2)[C:3]=1[CH3:26].C1(C2C=CC([CH2:36][O:37]C)=CC=2CN)CC1.[CH3:41][O:42][CH2:43][C:44]1[CH:45]=[CH:46][C:47]([O:52][C:53]([F:56])([F:55])[F:54])=[C:48]([CH2:50][NH2:51])[CH:49]=1. No catalyst specified. The product is [CH3:41][O:42][CH2:43][C:44]1[CH:45]=[CH:46][C:47]([O:52][C:53]([F:54])([F:55])[F:56])=[C:48]([CH:49]=1)[CH2:50][NH:51][C:36](=[O:37])[NH:1][C:2]1[N:6]([C:7]2[CH:12]=[CH:11][CH:10]=[CH:9][CH:8]=2)[N:5]=[C:4]([O:13][CH2:14][CH:15]2[CH2:16][N:17]([C:19]([O:21][C:22]([CH3:23])([CH3:25])[CH3:24])=[O:20])[CH2:18]2)[C:3]=1[CH3:26]. The yield is 0.510. (5) The reactants are [C:1]([O:5][C:6]([N:8]1[CH2:12][C@@H:11]([O:13][C:14]2[CH:23]=[CH:22][C:21]3[C:16](=[CH:17][CH:18]=[CH:19][CH:20]=3)[CH:15]=2)[CH2:10][C@H:9]1[C:24](O)=[O:25])=[O:7])([CH3:4])([CH3:3])[CH3:2]. The catalyst is C1COCC1. The product is [C:1]([O:5][C:6]([N:8]1[CH2:12][C@@H:11]([O:13][C:14]2[CH:23]=[CH:22][C:21]3[C:16](=[CH:17][CH:18]=[CH:19][CH:20]=3)[CH:15]=2)[CH2:10][C@H:9]1[CH2:24][OH:25])=[O:7])([CH3:4])([CH3:3])[CH3:2]. The yield is 1.00.